Dataset: Catalyst prediction with 721,799 reactions and 888 catalyst types from USPTO. Task: Predict which catalyst facilitates the given reaction. Reactant: [CH2:1]1[C@@H:5]([CH2:6][CH2:7][CH2:8][CH2:9][C:10]([OH:12])=O)SS[CH2:2]1.C1N=CN(C(N2C=[N:23][CH:22]=[CH:21]2)=O)C=1.C[O:26]COC1C(CCN)=C2C(=C(C)C=1C)OC(C)(C)CC2.CCN(C(C)C)C(C)C. Product: [O:12]1[C:10]2[C:5](=[CH:6][CH:7]=[CH:8][CH:9]=2)[CH2:1][CH2:2][CH:21]1[C:22]([NH2:23])=[O:26]. The catalyst class is: 49.